From a dataset of Full USPTO retrosynthesis dataset with 1.9M reactions from patents (1976-2016). Predict the reactants needed to synthesize the given product. (1) Given the product [CH3:11][N:6]1[C:2](=[O:1])[CH2:3][CH2:4][C@@H:5]1[C:7]([O:9][CH3:10])=[O:8], predict the reactants needed to synthesize it. The reactants are: [O:1]=[C:2]1[NH:6][C@@H:5]([C:7]([O:9][CH3:10])=[O:8])[CH2:4][CH2:3]1.[C:11]([O-])([O-])=O.[K+].[K+].CI. (2) The reactants are: [OH:1][C:2]1[N:6]([C:7]2[CH:12]=[CH:11][C:10]([CH3:13])=[C:9]([CH3:14])[CH:8]=2)[N:5]=[C:4]([CH3:15])[C:3]=1[C:16](=O)[CH3:17].[CH3:19][CH:20]([NH:22][C:23]([C:25]1[S:26][C:27]([C:30]([NH:32][NH2:33])=[O:31])=[CH:28][CH:29]=1)=[O:24])[CH3:21].O.C1(C)C=CC(S(O)(=O)=O)=CC=1. Given the product [CH:20]([NH:22][C:23]([C:25]1[S:26][C:27]([C:30]([NH:32][NH:33][C:16](=[C:3]2[C:2](=[O:1])[N:6]([C:7]3[CH:12]=[CH:11][C:10]([CH3:13])=[C:9]([CH3:14])[CH:8]=3)[N:5]=[C:4]2[CH3:15])[CH3:17])=[O:31])=[CH:28][CH:29]=1)=[O:24])([CH3:21])[CH3:19], predict the reactants needed to synthesize it. (3) Given the product [F:1][C:2]1[CH:7]=[CH:6][CH:5]=[CH:4][C:3]=1[CH2:8][CH2:9][CH2:10][N:11]1[CH2:21][C:16]2[C:15](=[CH:20][CH:19]=[CH:18][CH:17]=2)[C:14]1=[O:13], predict the reactants needed to synthesize it. The reactants are: [F:1][C:2]1[CH:7]=[CH:6][CH:5]=[CH:4][C:3]=1[CH2:8][CH2:9][CH2:10][NH2:11].C[O:13][C:14](=O)[C:15]1[CH:20]=[CH:19][CH:18]=[CH:17][C:16]=1[CH2:21]Br.C([O-])([O-])=O.[K+].[K+].C(OCC)(=O)C. (4) Given the product [CH3:27][S:28]([N:2]1[CH2:7][CH2:6][C:5]([C:8]2[CH:13]=[CH:12][C:11]([N:14]3[CH2:18][C@H:17]([CH2:19][N:20]4[CH:24]=[CH:23][N:22]=[N:21]4)[O:16][C:15]3=[O:25])=[CH:10][C:9]=2[F:26])=[CH:4][CH2:3]1)(=[O:30])=[O:29], predict the reactants needed to synthesize it. The reactants are: Cl.[NH:2]1[CH2:7][CH2:6][C:5]([C:8]2[CH:13]=[CH:12][C:11]([N:14]3[CH2:18][C@H:17]([CH2:19][N:20]4[CH:24]=[CH:23][N:22]=[N:21]4)[O:16][C:15]3=[O:25])=[CH:10][C:9]=2[F:26])=[CH:4][CH2:3]1.[CH3:27][S:28](Cl)(=[O:30])=[O:29]. (5) The reactants are: C(N(CC)C(C)C)(C)C.Cl.[C:11]1([NH:17][NH2:18])[CH:16]=[CH:15][CH:14]=[CH:13][CH:12]=1.[CH3:19][C:20]([CH3:27])([CH3:26])[C:21](=O)[CH2:22][C:23]#[N:24]. Given the product [C:20]([C:21]1[CH:22]=[C:23]([NH2:24])[N:17]([C:11]2[CH:16]=[CH:15][CH:14]=[CH:13][CH:12]=2)[N:18]=1)([CH3:27])([CH3:26])[CH3:19], predict the reactants needed to synthesize it. (6) Given the product [CH3:27][N:2]([CH3:1])[C:3]1[CH:8]=[CH:7][C:6]([CH2:9][CH2:10][C:11](=[O:26])[CH2:12][C:13](=[O:25])[CH2:14][CH2:15][C:16]2[CH:21]=[CH:20][C:19]([OH:22])=[C:18]([O:23][CH3:24])[CH:17]=2)=[CH:5][CH:4]=1, predict the reactants needed to synthesize it. The reactants are: [CH3:1][N:2]([CH3:27])[C:3]1[CH:8]=[CH:7][C:6](/[CH:9]=[CH:10]/[C:11](=[O:26])[CH2:12][C:13](=[O:25])/[CH:14]=[CH:15]/[C:16]2[CH:21]=[CH:20][C:19]([OH:22])=[C:18]([O:23][CH3:24])[CH:17]=2)=[CH:5][CH:4]=1. (7) Given the product [CH3:61][O:62][C:63](=[O:67])[CH2:64][CH2:65][NH:66][C:20](=[O:21])[C:19]1[CH:23]=[CH:24][C:16]([C:13]2[C:12]([C:25]3[CH:30]=[CH:29][C:28]([CH:31]4[CH2:32][CH2:33][CH2:34][CH2:35][CH2:36]4)=[CH:27][CH:26]=3)=[C:11]([C:9](=[O:10])[C:8]3[CH:7]=[CH:6][C:5]([C:1]([CH3:2])([CH3:3])[CH3:4])=[CH:38][CH:37]=3)[O:15][N:14]=2)=[CH:17][CH:18]=1, predict the reactants needed to synthesize it. The reactants are: [C:1]([C:5]1[CH:38]=[CH:37][C:8]([C:9]([C:11]2[O:15][N:14]=[C:13]([C:16]3[CH:24]=[CH:23][C:19]([C:20](O)=[O:21])=[CH:18][CH:17]=3)[C:12]=2[C:25]2[CH:30]=[CH:29][C:28]([CH:31]3[CH2:36][CH2:35][CH2:34][CH2:33][CH2:32]3)=[CH:27][CH:26]=2)=[O:10])=[CH:7][CH:6]=1)([CH3:4])([CH3:3])[CH3:2].C1C=NC2N(O)N=NC=2C=1.CCN=C=NCCCN(C)C.Cl.[CH3:61][O:62][C:63](=[O:67])[CH2:64][CH2:65][NH2:66].CCN(C(C)C)C(C)C. (8) Given the product [Cl:3][C:4]1[CH:5]=[C:6](/[CH:17]=[CH:18]/[C:19]([O:21][CH2:22][CH3:23])=[O:20])[CH:7]=[N:8][C:9]=1[NH:10][CH:11]1[CH2:16][CH2:15][N:14]([CH2:31][C:27]2[CH:28]=[CH:29][CH:30]=[C:25]([Cl:24])[CH:26]=2)[CH2:13][CH2:12]1, predict the reactants needed to synthesize it. The reactants are: Cl.Cl.[Cl:3][C:4]1[CH:5]=[C:6](/[CH:17]=[CH:18]/[C:19]([O:21][CH2:22][CH3:23])=[O:20])[CH:7]=[N:8][C:9]=1[NH:10][CH:11]1[CH2:16][CH2:15][NH:14][CH2:13][CH2:12]1.[Cl:24][C:25]1[CH:30]=[CH:29][CH:28]=[C:27]([CH2:31]Cl)[CH:26]=1.C(N(CC)C(C)C)(C)C.O. (9) Given the product [ClH:26].[N:30]1([C:2]2[CH:28]=[CH:27][C:5]([CH2:6][S:7][C:8]3[C:18]4[CH2:17][CH2:16][NH:15][CH2:14][CH2:13][C:12]=4[CH:11]=[CH:10][C:9]=3[Cl:26])=[CH:4][C:3]=2[F:29])[CH2:36][CH2:35][CH2:34][CH2:33][CH2:32][CH2:31]1, predict the reactants needed to synthesize it. The reactants are: Br[C:2]1[CH:28]=[CH:27][C:5]([CH2:6][S:7][C:8]2[C:18]3[CH2:17][CH2:16][N:15](C(OC(C)(C)C)=O)[CH2:14][CH2:13][C:12]=3[CH:11]=[CH:10][C:9]=2[Cl:26])=[CH:4][C:3]=1[F:29].[NH:30]1[CH2:36][CH2:35][CH2:34][CH2:33][CH2:32][CH2:31]1. (10) Given the product [CH3:11][C:12]([N+:18]([O-:20])=[O:19])([CH3:17])[CH2:13][CH2:14][CH:15]=[O:16].[Br:21][CH:14]([CH2:13][C:12]([CH3:17])([N+:18]([O-:20])=[O:19])[CH3:11])[CH:15]=[O:16], predict the reactants needed to synthesize it. The reactants are: C(C=C)=O.[N+](C(C)C)([O-])=O.[CH3:11][C:12]([N+:18]([O-:20])=[O:19])([CH3:17])[CH2:13][CH2:14][CH:15]=[O:16].[Br:21]Br.